Dataset: Catalyst prediction with 721,799 reactions and 888 catalyst types from USPTO. Task: Predict which catalyst facilitates the given reaction. The catalyst class is: 165. Product: [Br:36][C:20]1[C:19]2[C:23](=[CH:24][CH:25]=[C:17]([O:16][Si:15]([C:11]([CH3:14])([CH3:13])[CH3:12])([CH3:27])[CH3:26])[CH:18]=2)[N:22]([Si:28]([C:31]([CH3:34])([CH3:33])[CH3:32])([CH3:30])[CH3:29])[CH:21]=1. Reactant: [Li]CCCC.CCCCC.[C:11]([Si:15]([CH3:27])([CH3:26])[O:16][C:17]1[CH:18]=[C:19]2[C:23](=[CH:24][CH:25]=1)[NH:22][CH:21]=[CH:20]2)([CH3:14])([CH3:13])[CH3:12].[Si:28](Cl)([C:31]([CH3:34])([CH3:33])[CH3:32])([CH3:30])[CH3:29].[Br:36]N1C(=O)CCC1=O.